Dataset: Peptide-MHC class I binding affinity with 185,985 pairs from IEDB/IMGT. Task: Regression. Given a peptide amino acid sequence and an MHC pseudo amino acid sequence, predict their binding affinity value. This is MHC class I binding data. (1) The binding affinity (normalized) is 0.446. The peptide sequence is SENDRLRLL. The MHC is BoLA-T2b with pseudo-sequence BoLA-T2b. (2) The peptide sequence is TVENNIDFLK. The MHC is HLA-A33:01 with pseudo-sequence HLA-A33:01. The binding affinity (normalized) is 0.0950. (3) The peptide sequence is RPMSASRPA. The MHC is HLA-B08:02 with pseudo-sequence HLA-B08:02. The binding affinity (normalized) is 0.0847. (4) The peptide sequence is KILSDENYL. The MHC is HLA-A02:02 with pseudo-sequence HLA-A02:02. The binding affinity (normalized) is 0.319.